This data is from Forward reaction prediction with 1.9M reactions from USPTO patents (1976-2016). The task is: Predict the product of the given reaction. (1) Given the reactants [C:1]1([C@@H:7]([N:9]2[CH2:13][CH2:12][C@@H:11]([CH2:14]O)[CH2:10]2)[CH3:8])[CH:6]=[CH:5][CH:4]=[CH:3][CH:2]=1.S(Cl)([Cl:18])=O, predict the reaction product. The product is: [Cl:18][CH2:14][C@@H:11]1[CH2:12][CH2:13][N:9]([C@H:7]([C:1]2[CH:6]=[CH:5][CH:4]=[CH:3][CH:2]=2)[CH3:8])[CH2:10]1. (2) Given the reactants [Cl:1][C:2]1[CH:3]=[N:4][C:5]([N:8]2[CH2:13][CH2:12][CH:11]([C@H:14]([CH3:25])[CH2:15][CH2:16][O:17][C:18]3[CH:19]=[N:20][C:21](Cl)=[N:22][CH:23]=3)[CH2:10][CH2:9]2)=[N:6][CH:7]=1.[C:26]([O:30][C:31](=[O:45])[NH:32][C@@H:33]1[C@@H:37]([N:38]2[CH2:43][CH2:42][CH2:41][CH2:40][C:39]2=[O:44])[CH2:36][NH:35][CH2:34]1)([CH3:29])([CH3:28])[CH3:27].C1CCN2C(=NCCC2)CC1, predict the reaction product. The product is: [C:26]([O:30][C:31](=[O:45])[NH:32][C@@H:33]1[C@@H:37]([N:38]2[CH2:43][CH2:42][CH2:41][CH2:40][C:39]2=[O:44])[CH2:36][N:35]([C:21]2[N:20]=[CH:19][C:18]([O:17][CH2:16][CH2:15][C@H:14]([CH:11]3[CH2:12][CH2:13][N:8]([C:5]4[N:4]=[CH:3][C:2]([Cl:1])=[CH:7][N:6]=4)[CH2:9][CH2:10]3)[CH3:25])=[CH:23][N:22]=2)[CH2:34]1)([CH3:29])([CH3:27])[CH3:28].